From a dataset of Forward reaction prediction with 1.9M reactions from USPTO patents (1976-2016). Predict the product of the given reaction. (1) Given the reactants [NH2:1][CH2:2][CH2:3][N:4]1[CH2:9][CH2:8][CH:7]([C:10]2[CH:11]=[C:12]([NH:16][C:17](=[O:21])[CH:18]([CH3:20])[CH3:19])[CH:13]=[CH:14][CH:15]=2)[CH2:6][CH2:5]1.[CH:22]1[CH:27]=[CH:26][C:25]([C:28]2[CH:33]=[CH:32][C:31]([N:34]=[C:35]=[O:36])=[CH:30][CH:29]=2)=[CH:24][CH:23]=1, predict the reaction product. The product is: [C:28]1([C:25]2[CH:24]=[CH:23][CH:22]=[CH:27][CH:26]=2)[CH:29]=[CH:30][C:31]([NH:34][C:35]([NH:1][CH2:2][CH2:3][N:4]2[CH2:9][CH2:8][CH:7]([C:10]3[CH:11]=[C:12]([NH:16][C:17](=[O:21])[CH:18]([CH3:19])[CH3:20])[CH:13]=[CH:14][CH:15]=3)[CH2:6][CH2:5]2)=[O:36])=[CH:32][CH:33]=1. (2) The product is: [O:1]([CH2:19][C:20]1([CH2:28][N:29]2[CH:33]=[C:32]([CH2:34][O:35][CH2:48][O:49][CH3:50])[N:31]=[C:30]2[N+:36]([O-:38])=[O:37])[CH2:25][O:24][C:23]([CH3:26])([CH3:27])[O:22][CH2:21]1)[Si:2]([C:15]([CH3:16])([CH3:18])[CH3:17])([C:3]1[CH:8]=[CH:7][CH:6]=[CH:5][CH:4]=1)[C:9]1[CH:14]=[CH:13][CH:12]=[CH:11][CH:10]=1. Given the reactants [O:1]([CH2:19][C:20]1([CH2:28][N:29]2[CH:33]=[C:32]([CH2:34][OH:35])[N:31]=[C:30]2[N+:36]([O-:38])=[O:37])[CH2:25][O:24][C:23]([CH3:27])([CH3:26])[O:22][CH2:21]1)[Si:2]([C:15]([CH3:18])([CH3:17])[CH3:16])([C:9]1[CH:14]=[CH:13][CH:12]=[CH:11][CH:10]=1)[C:3]1[CH:8]=[CH:7][CH:6]=[CH:5][CH:4]=1.C(N(CC)C(C)C)(C)C.[CH3:48][O:49][CH2:50]Cl.C(=O)(O)[O-].[Na+], predict the reaction product. (3) Given the reactants Br[CH2:2][C:3]1[N:4]=[CH:5][C:6]([NH:9][C:10](=[O:16])[O:11][C:12]([CH3:15])([CH3:14])[CH3:13])=[N:7][CH:8]=1.[CH2:17]([O:19][P:20]([O:24]CC)[O:21][CH2:22][CH3:23])[CH3:18], predict the reaction product. The product is: [CH2:17]([O:19][P:20]([CH2:2][C:3]1[N:4]=[CH:5][C:6]([NH:9][C:10](=[O:16])[O:11][C:12]([CH3:15])([CH3:14])[CH3:13])=[N:7][CH:8]=1)([O:21][CH2:22][CH3:23])=[O:24])[CH3:18]. (4) Given the reactants Br[C:2]1[CH:11]=[C:10]2[C:5]([C:6]([C:12]3[C:16]([C:17]4[CH:22]=[CH:21][CH:20]=[C:19]([CH3:23])[N:18]=4)=[N:15][N:14]4[CH2:24][CH2:25][CH2:26][C:13]=34)=[CH:7][CH:8]=[N:9]2)=[CH:4][CH:3]=1.[CH2:27](C([Sn])=C(CCCC)CCCC)[CH2:28]CC, predict the reaction product. The product is: [CH3:23][C:19]1[N:18]=[C:17]([C:16]2[C:12]([C:6]3[C:5]4[C:10](=[CH:11][C:2]([CH:27]=[CH2:28])=[CH:3][CH:4]=4)[N:9]=[CH:8][CH:7]=3)=[C:13]3[CH2:26][CH2:25][CH2:24][N:14]3[N:15]=2)[CH:22]=[CH:21][CH:20]=1. (5) Given the reactants [CH2:1]([CH:3]([C:6]1[C:7]2[N:8]([C:13]([C:17]3[S:21][C:20](Br)=[N:19][C:18]=3[CH3:23])=[C:14]([CH3:16])[N:15]=2)[N:9]=[C:10]([CH3:12])[CH:11]=1)[CH2:4][CH3:5])[CH3:2].[NH3:24], predict the reaction product. The product is: [CH2:1]([CH:3]([C:6]1[C:7]2[N:8]([C:13]([C:17]3[S:21][C:20]([NH2:24])=[N:19][C:18]=3[CH3:23])=[C:14]([CH3:16])[N:15]=2)[N:9]=[C:10]([CH3:12])[CH:11]=1)[CH2:4][CH3:5])[CH3:2]. (6) Given the reactants Cl[C:2]1[CH:12]=[C:6]2[N:7]([CH3:11])[CH2:8][CH2:9][CH2:10][N:5]2[C:4](=[O:13])[N:3]=1.BrC[C:16]1[CH:21]=[CH:20][CH:19]=[C:18]([O:22][CH3:23])[CH:17]=1.[F:24][C:25]1[CH:26]=[C:27]([CH2:32][OH:33])[CH:28]=[CH:29][C:30]=1[F:31], predict the reaction product. The product is: [F:24][C:25]1[CH:26]=[C:27]([CH:28]=[CH:29][C:30]=1[F:31])[CH2:32][O:33][C:2]1[CH:12]=[C:6]2[N:7]([CH2:11][C:20]3[CH:21]=[CH:16][CH:17]=[C:18]([O:22][CH3:23])[CH:19]=3)[CH2:8][CH2:9][CH2:10][N:5]2[C:4](=[O:13])[N:3]=1.